From a dataset of Catalyst prediction with 721,799 reactions and 888 catalyst types from USPTO. Predict which catalyst facilitates the given reaction. (1) Reactant: [NH:1]1[C:5]2[CH2:6][CH2:7][NH:8][CH2:9][CH2:10][C:4]=2[N:3]=[C:2]1[C:11]1[C:12]([CH3:22])=[CH:13][C:14]([CH3:21])=[C:15]([CH:20]=1)[C:16]([O:18][CH3:19])=[O:17].Br[CH:24]([CH3:26])[CH3:25].C(N(CC)C(C)C)(C)C. Product: [CH:24]([N:8]1[CH2:7][CH2:6][C:5]2[N:1]=[C:2]([C:11]3[C:12]([CH3:22])=[CH:13][C:14]([CH3:21])=[C:15]([CH:20]=3)[C:16]([O:18][CH3:19])=[O:17])[NH:3][C:4]=2[CH2:10][CH2:9]1)([CH3:26])[CH3:25]. The catalyst class is: 42. (2) Reactant: [F:1][C:2]1[CH:7]=[CH:6][CH:5]=[C:4]([F:8])[C:3]=1[C:9]1[C:18]2[CH:17]=[C:16]([CH:19]=[O:20])[CH:15]=[CH:14][C:13]=2[C:12]2[N:21](COCC[Si](C)(C)C)[N:22]=[C:23]([NH:24][CH:25]3[CH2:30][CH2:29][N:28]([S:31]([CH2:34][CH3:35])(=[O:33])=[O:32])[CH2:27][CH2:26]3)[C:11]=2[N:10]=1.Cl. Product: [F:8][C:4]1[CH:5]=[CH:6][CH:7]=[C:2]([F:1])[C:3]=1[C:9]1[C:18]2[CH:17]=[C:16]([CH:19]=[O:20])[CH:15]=[CH:14][C:13]=2[C:12]2[NH:21][N:22]=[C:23]([NH:24][CH:25]3[CH2:30][CH2:29][N:28]([S:31]([CH2:34][CH3:35])(=[O:32])=[O:33])[CH2:27][CH2:26]3)[C:11]=2[N:10]=1. The catalyst class is: 6. (3) Reactant: Cl[C:2]1[N:6]=[C:5]([C:7]2[CH:12]=[CH:11][CH:10]=[CH:9][C:8]=2[O:13][CH3:14])[S:4][N:3]=1.[NH:15]1[CH2:20][CH2:19][NH:18][CH2:17][CH2:16]1.CN(C=O)C. Product: [CH3:14][O:13][C:8]1[CH:9]=[CH:10][CH:11]=[CH:12][C:7]=1[C:5]1[S:4][N:3]=[C:2]([N:15]2[CH2:20][CH2:19][NH:18][CH2:17][CH2:16]2)[N:6]=1. The catalyst class is: 6.